This data is from Catalyst prediction with 721,799 reactions and 888 catalyst types from USPTO. The task is: Predict which catalyst facilitates the given reaction. Reactant: Cl[C:2](=[O:8])[C:3]([O:5][CH2:6][CH3:7])=[O:4].[Br:9][C:10]1[CH:11]=[C:12]([CH:17]=[C:18]([Br:21])[C:19]=1[OH:20])[C:13](=[N:15]O)[NH2:14]. Product: [Br:9][C:10]1[CH:11]=[C:12]([C:13]2[N:15]=[C:2]([C:3]([O:5][CH2:6][CH3:7])=[O:4])[O:8][N:14]=2)[CH:17]=[C:18]([Br:21])[C:19]=1[OH:20]. The catalyst class is: 17.